Dataset: Reaction yield outcomes from USPTO patents with 853,638 reactions. Task: Predict the reaction yield, written as a fraction of the theoretical maximum amount of product (1.0 means a 100% yield; for example, 0.34 means a 34% yield). (1) The yield is 0.920. The reactants are [Cl:1][C:2]1[CH:8]=[CH:7][C:5]([NH2:6])=[CH:4][C:3]=1[N+:9]([O-:11])=[O:10].[CH3:12][S:13](Cl)(=[O:15])=[O:14].N1C=CC=CC=1. The catalyst is C1COCC1.Cl. The product is [Cl:1][C:2]1[CH:8]=[CH:7][C:5]([NH:6][S:13]([CH3:12])(=[O:15])=[O:14])=[CH:4][C:3]=1[N+:9]([O-:11])=[O:10]. (2) The reactants are [CH2:1]([N:8]1[CH2:15][CH:14]([OH:16])[CH2:13][N:12]([S:17]([C:20]2[CH:25]=[CH:24][CH:23]=[CH:22][CH:21]=2)(=[O:19])=[O:18])[CH2:11][CH:10](O)[CH2:9]1)[C:2]1[CH:7]=[CH:6][CH:5]=[CH:4][CH:3]=1.CS(O)(=O)=O. The catalyst is C1(C)C=CC=CC=1. The product is [CH2:1]([N:8]1[CH2:9][CH:10]2[O:16][CH:14]([CH2:13][N:12]([S:17]([C:20]3[CH:21]=[CH:22][CH:23]=[CH:24][CH:25]=3)(=[O:18])=[O:19])[CH2:11]2)[CH2:15]1)[C:2]1[CH:3]=[CH:4][CH:5]=[CH:6][CH:7]=1. The yield is 0.150.